Dataset: Reaction yield outcomes from USPTO patents with 853,638 reactions. Task: Predict the reaction yield, written as a fraction of the theoretical maximum amount of product (1.0 means a 100% yield; for example, 0.34 means a 34% yield). (1) The reactants are Br[C:2]1[CH:7]=[CH:6][C:5]([CH2:8][CH2:9][CH2:10][C:11]([OH:13])=[O:12])=[CH:4][CH:3]=1.[B:14]1([B:14]2[O:18][C:17]([CH3:20])([CH3:19])[C:16]([CH3:22])([CH3:21])[O:15]2)[O:18][C:17]([CH3:20])([CH3:19])[C:16]([CH3:22])([CH3:21])[O:15]1.C([O-])(=O)C.[K+]. The catalyst is C1C=CC(P(C2C=CC=CC=2)[C-]2C=CC=C2)=CC=1.C1C=CC(P(C2C=CC=CC=2)[C-]2C=CC=C2)=CC=1.Cl[Pd]Cl.[Fe+2].CS(C)=O. The product is [CH3:21][C:16]1([CH3:22])[C:17]([CH3:20])([CH3:19])[O:18][B:14]([C:2]2[CH:7]=[CH:6][C:5]([CH2:8][CH2:9][CH2:10][C:11]([OH:13])=[O:12])=[CH:4][CH:3]=2)[O:15]1. The yield is 0.560. (2) The reactants are [C:1]([O:5][C:6]([NH:8][CH2:9][C:10]1[CH:15]=[CH:14][C:13]([C:16]2[O:17][CH:18]=[C:19]([C:21]([OH:23])=O)[N:20]=2)=[CH:12][CH:11]=1)=[O:7])([CH3:4])([CH3:3])[CH3:2].C1CN([P+](ON2N=[N:48][C:43]3C=[CH:45][CH:46]=[CH:47][C:42]2=3)(N2CCCC2)N2CCCC2)CC1.F[P-](F)(F)(F)(F)F.CCN(C(C)C)C(C)C.N1CCCCC1. The catalyst is CN(C=O)C. The product is [C:1]([O:5][C:6](=[O:7])[NH:8][CH2:9][C:10]1[CH:11]=[CH:12][C:13]([C:16]2[O:17][CH:18]=[C:19]([C:21]([N:48]3[CH2:45][CH2:46][CH2:47][CH2:42][CH2:43]3)=[O:23])[N:20]=2)=[CH:14][CH:15]=1)([CH3:4])([CH3:2])[CH3:3]. The yield is 0.580. (3) The reactants are [Br:1][C:2]1[CH:7]=[CH:6][C:5]([CH2:8]Br)=[CH:4][CH:3]=1.[NH:10]1[CH2:15][CH2:14][O:13][CH2:12][CH2:11]1.C([O-])([O-])=O.[K+].[K+].O. The catalyst is CN(C=O)C. The product is [Br:1][C:2]1[CH:7]=[CH:6][C:5]([CH2:8][N:10]2[CH2:15][CH2:14][O:13][CH2:12][CH2:11]2)=[CH:4][CH:3]=1. The yield is 1.00. (4) The reactants are [F:1][C:2]1[CH:10]=[C:9]2[C:5]([C:6]([C:11]3[CH:12]=[CH:13][C:14]4[S:18](=[O:20])(=[O:19])[N:17]([CH:21]5[CH2:26][CH2:25][NH:24][CH2:23][CH2:22]5)[CH2:16][C:15]=4[CH:27]=3)=[CH:7][NH:8]2)=[CH:4][CH:3]=1.C=O.[BH-](OC(C)=O)(OC(C)=O)O[C:32](C)=O.[Na+]. The catalyst is CC(O)=O.ClCCl. The product is [F:1][C:2]1[CH:10]=[C:9]2[C:5]([C:6]([C:11]3[CH:12]=[CH:13][C:14]4[S:18](=[O:19])(=[O:20])[N:17]([CH:21]5[CH2:22][CH2:23][N:24]([CH3:32])[CH2:25][CH2:26]5)[CH2:16][C:15]=4[CH:27]=3)=[CH:7][NH:8]2)=[CH:4][CH:3]=1. The yield is 0.230. (5) The reactants are [N:1]([CH2:4][CH2:5][NH2:6])=[N+:2]=[N-:3].C(N(CC)CC)C.[C:14](Cl)(=[O:28])[CH2:15][CH2:16][CH2:17][CH2:18][CH2:19][CH2:20][CH2:21][CH2:22][CH2:23][CH2:24][CH2:25][CH2:26][CH3:27]. The catalyst is C(Cl)Cl. The product is [N:1]([CH2:4][CH2:5][NH:6][C:14](=[O:28])[CH2:15][CH2:16][CH2:17][CH2:18][CH2:19][CH2:20][CH2:21][CH2:22][CH2:23][CH2:24][CH2:25][CH2:26][CH3:27])=[N+:2]=[N-:3]. The yield is 0.790. (6) The reactants are [C:1]([CH2:7][C:8]#[N:9])(=O)[C:2]([CH3:5])([CH3:4])[CH3:3].[ClH:10].[CH3:11][O:12][C:13]1[CH:18]=[CH:17][C:16]([NH:19][NH2:20])=[CH:15][C:14]=1[CH3:21]. The catalyst is CO. The product is [ClH:10].[C:2]([C:1]1[CH:7]=[C:8]([NH2:9])[N:19]([C:16]2[CH:17]=[CH:18][C:13]([O:12][CH3:11])=[C:14]([CH3:21])[CH:15]=2)[N:20]=1)([CH3:5])([CH3:4])[CH3:3]. The yield is 0.960. (7) The reactants are Cl[C:2]1[N:7]=[C:6]([O:8][C:9]2[CH:10]=[N:11][CH:12]=[CH:13][CH:14]=2)[N:5]=[C:4]([N:15]2[CH2:20][CH2:19][O:18][CH2:17][CH2:16]2)[CH:3]=1.[NH2:21][NH2:22]. The catalyst is C1COCC1. The product is [N:15]1([C:4]2[N:5]=[C:6]([O:8][C:9]3[CH:10]=[N:11][CH:12]=[CH:13][CH:14]=3)[N:7]=[C:2]([NH:21][NH2:22])[CH:3]=2)[CH2:20][CH2:19][O:18][CH2:17][CH2:16]1. The yield is 0.620. (8) The reactants are [NH2:1][C:2]1[CH:10]=[CH:9][C:8]([F:11])=[CH:7][C:3]=1[C:4]([OH:6])=[O:5].Cl.[CH3:13]O. No catalyst specified. The product is [NH2:1][C:2]1[CH:10]=[CH:9][C:8]([F:11])=[CH:7][C:3]=1[C:4]([O:6][CH3:13])=[O:5]. The yield is 0.420.